The task is: Predict the reaction yield, written as a fraction of the theoretical maximum amount of product (1.0 means a 100% yield; for example, 0.34 means a 34% yield).. This data is from Reaction yield outcomes from USPTO patents with 853,638 reactions. (1) The reactants are [F:1][C:2]([F:27])([F:26])[O:3][C:4]1[CH:9]=[CH:8][C:7]([N:10]2[C:14]3[CH:15]=[CH:16][C:17]4[CH:22]=[C:21]([C:23](O)=[O:24])[CH:20]=[CH:19][C:18]=4[C:13]=3[N:12]=[CH:11]2)=[CH:6][CH:5]=1.C1(P([N:42]=[N+:43]=[N-:44])(C2C=CC=CC=2)=O)C=CC=CC=1.C(N(CC)CC)C. The catalyst is C(O)(C)C. The product is [F:27][C:2]([F:26])([F:1])[O:3][C:4]1[CH:9]=[CH:8][C:7]([N:10]2[C:14]3[CH:15]=[CH:16][C:17]4[CH:22]=[C:21]([C:23]([N:42]=[N+:43]=[N-:44])=[O:24])[CH:20]=[CH:19][C:18]=4[C:13]=3[N:12]=[CH:11]2)=[CH:6][CH:5]=1. The yield is 0.800. (2) The reactants are [Li]CCCC.Cl[C:7]1[CH:12]=[N:11][CH:10]=[CH:9][N:8]=1.CO[CH:15]=[O:16].[CH3:17][N:18]1[CH2:23][CH2:22][NH:21][CH2:20][CH2:19]1.C(=O)([O-])[O-].[K+].[K+]. The catalyst is C(O)(=O)C.O1CCCC1. The product is [CH3:17][N:18]1[CH2:23][CH2:22][N:21]([C:7]2[C:12]([CH:15]=[O:16])=[N:11][CH:10]=[CH:9][N:8]=2)[CH2:20][CH2:19]1. The yield is 0.400. (3) The reactants are [Br:1][C:2]1[CH:3]=[CH:4][C:5](I)=[N:6][CH:7]=1.[C:9]1([C:15]#[CH:16])[CH:14]=[CH:13][CH:12]=[CH:11][CH:10]=1.C(N(CC)CC)C. The catalyst is C1COCC1.C1C=CC(P(C2C=CC=CC=2)C2C=CC=CC=2)=CC=1.C1C=CC(P(C2C=CC=CC=2)C2C=CC=CC=2)=CC=1.Cl[Pd]Cl.[Cu]I. The product is [Br:1][C:2]1[CH:3]=[CH:4][C:5]([C:16]#[C:15][C:9]2[CH:14]=[CH:13][CH:12]=[CH:11][CH:10]=2)=[N:6][CH:7]=1. The yield is 0.780. (4) The reactants are [CH2:1]([O:3][C:4]([C@H:6]1[C@@H:11]([NH2:12])[C@H:10]2[CH2:13][C@@H:7]1[CH2:8][CH2:9]2)=[O:5])[CH3:2].[C:14]([O-:24])(=[O:23])[C@H:15]([C:17]1[CH:22]=[CH:21][CH:20]=[CH:19][CH:18]=1)[OH:16].O[C@@H](C1C=CC=CC=1)C(O)=O. The catalyst is C(OCC)(=O)C. The product is [OH:16][C@@H:15]([C:17]1[CH:22]=[CH:21][CH:20]=[CH:19][CH:18]=1)[C:14]([O-:24])=[O:23].[CH2:1]([O:3][C:4]([C@@H:6]1[C@@H:7]2[CH2:13][C@@H:10]([CH2:9][CH2:8]2)[C@@H:11]1[NH3+:12])=[O:5])[CH3:2]. The yield is 0.180. (5) The reactants are [C:1]1([S:7]([N:10]2[C:14]3[CH:15]=[N:16][C:17]([C:27]#[N:28])=[C:18](OS(C(F)(F)F)(=O)=O)[C:13]=3[C:12]3[CH:29]=[CH:30][CH:31]=[N:32][C:11]2=3)(=[O:9])=[O:8])[CH:6]=[CH:5][CH:4]=[CH:3][CH:2]=1.[CH2:33]([Sn](CCCC)(CCCC)C=C)[CH2:34]CC.[Cl-].[Li+]. The catalyst is O1CCOCC1.C1C=CC([P]([Pd]([P](C2C=CC=CC=2)(C2C=CC=CC=2)C2C=CC=CC=2)([P](C2C=CC=CC=2)(C2C=CC=CC=2)C2C=CC=CC=2)[P](C2C=CC=CC=2)(C2C=CC=CC=2)C2C=CC=CC=2)(C2C=CC=CC=2)C2C=CC=CC=2)=CC=1. The product is [C:1]1([S:7]([N:10]2[C:14]3[CH:15]=[N:16][C:17]([C:27]#[N:28])=[C:18]([CH:33]=[CH2:34])[C:13]=3[C:12]3[CH:29]=[CH:30][CH:31]=[N:32][C:11]2=3)(=[O:9])=[O:8])[CH:6]=[CH:5][CH:4]=[CH:3][CH:2]=1. The yield is 0.520. (6) The reactants are C(OC(=O)[NH:7][CH2:8][CH2:9][C:10]1[CH:15]=[CH:14][C:13]([O:16][C:17]2[CH:22]=[CH:21][C:20]([Cl:23])=[CH:19][CH:18]=2)=[CH:12][CH:11]=1)(C)(C)C.C(O)(C(F)(F)F)=O. The catalyst is C(Cl)Cl. The product is [Cl:23][C:20]1[CH:21]=[CH:22][C:17]([O:16][C:13]2[CH:14]=[CH:15][C:10]([CH2:9][CH2:8][NH2:7])=[CH:11][CH:12]=2)=[CH:18][CH:19]=1. The yield is 0.908. (7) The reactants are [CH2:1]([O:5][C:6]1[CH:11]=[CH:10][C:9]([S:12]([N:15]2[CH2:17][CH:16]2[C:18]([O:20][CH3:21])=[O:19])(=[O:14])=[O:13])=[CH:8][CH:7]=1)[C:2]#[C:3][CH3:4].[Br:22][CH2:23][CH2:24][OH:25].B(F)(F)F.CCOCC. The catalyst is C(OCC)(=O)C. The product is [CH3:21][O:20][C:18](=[O:19])[CH:16]([NH:15][S:12]([C:9]1[CH:10]=[CH:11][C:6]([O:5][CH2:1][C:2]#[C:3][CH3:4])=[CH:7][CH:8]=1)(=[O:14])=[O:13])[CH2:17][O:25][CH2:24][CH2:23][Br:22]. The yield is 0.260. (8) The product is [Cl:10][C:11]1[C:12]([C:30]2[CH:31]=[N:32][N:33]3[CH:38]=[CH:37][CH:36]=[CH:35][C:34]=23)=[N:13][C:14]([NH:17][C:18]2[CH:23]=[C:22]([N+:24]([O-:26])=[O:25])[C:21]([N:40]([CH3:39])[CH2:41][CH2:42][N:43]3[CH2:48][CH2:47][N:46]([CH3:49])[CH2:45][CH2:44]3)=[CH:20][C:19]=2[O:28][CH3:29])=[N:15][CH:16]=1. The catalyst is CC(N(C)C)=O. The reactants are CCN(C(C)C)C(C)C.[Cl:10][C:11]1[C:12]([C:30]2[CH:31]=[N:32][N:33]3[CH:38]=[CH:37][CH:36]=[CH:35][C:34]=23)=[N:13][C:14]([NH:17][C:18]2[CH:23]=[C:22]([N+:24]([O-:26])=[O:25])[C:21](F)=[CH:20][C:19]=2[O:28][CH3:29])=[N:15][CH:16]=1.[CH3:39][NH:40][CH2:41][CH2:42][N:43]1[CH2:48][CH2:47][N:46]([CH3:49])[CH2:45][CH2:44]1. The yield is 0.670.